Dataset: Full USPTO retrosynthesis dataset with 1.9M reactions from patents (1976-2016). Task: Predict the reactants needed to synthesize the given product. (1) The reactants are: [CH2:1]([N:8](C(=O)C(F)(F)F)[CH2:9][CH2:10][C:11]1[CH:16]=[CH:15][C:14]([S:17]([C:20]2[CH:21]=[CH:22][C:23]([OH:31])=[C:24]([CH:30]=2)[C:25]([O:27][CH2:28][CH3:29])=[O:26])(=[O:19])=[O:18])=[CH:13][CH:12]=1)[C:2]1[CH:7]=[CH:6][CH:5]=[CH:4][CH:3]=1.Cl. Given the product [CH2:1]([NH:8][CH2:9][CH2:10][C:11]1[CH:12]=[CH:13][C:14]([S:17]([C:20]2[CH:21]=[CH:22][C:23]([OH:31])=[C:24]([CH:30]=2)[C:25]([O:27][CH2:28][CH3:29])=[O:26])(=[O:19])=[O:18])=[CH:15][CH:16]=1)[C:2]1[CH:7]=[CH:6][CH:5]=[CH:4][CH:3]=1, predict the reactants needed to synthesize it. (2) Given the product [CH3:1][C:2]1[CH:7]=[CH:6][CH:5]=[C:4]([C:8]([F:9])([F:11])[F:10])[N+:3]=1[O-:20], predict the reactants needed to synthesize it. The reactants are: [CH3:1][C:2]1[CH:7]=[CH:6][CH:5]=[C:4]([C:8]([F:11])([F:10])[F:9])[N:3]=1.C1C=C(Cl)C=C(C(OO)=[O:20])C=1. (3) Given the product [NH2:29][C:26]([C:23]1[N:24]=[CH:25][C:20]([CH2:19][C:17]2[CH:16]=[CH:15][C:12]3[CH2:13][CH2:14][N:8]([C:6]([O:5][C:2]([CH3:3])([CH3:4])[CH3:1])=[O:7])[CH2:9][CH2:10][C:11]=3[CH:18]=2)=[N:21][CH:22]=1)=[O:28], predict the reactants needed to synthesize it. The reactants are: [CH3:1][C:2]([O:5][C:6]([N:8]1[CH2:14][CH2:13][C:12]2[CH:15]=[CH:16][C:17]([CH2:19][C:20]3[N:21]=[CH:22][C:23]([C:26]([OH:28])=O)=[N:24][CH:25]=3)=[CH:18][C:11]=2[CH2:10][CH2:9]1)=[O:7])([CH3:4])[CH3:3].[NH3:29]. (4) Given the product [CH3:1][C:2]([C:10]1[CH:11]=[C:12]([OH:17])[C:13]([C:29]2[CH:28]=[CH:27][CH:26]=[C:25]([OH:24])[CH:30]=2)=[CH:14][CH:15]=1)([CH3:9])[CH2:3][CH2:4][CH2:5][CH2:6][CH2:7][CH3:8], predict the reactants needed to synthesize it. The reactants are: [CH3:1][C:2]([C:10]1[CH:11]=[C:12]([OH:17])[C:13](Br)=[CH:14][CH:15]=1)([CH3:9])[CH2:3][CH2:4][CH2:5][CH2:6][CH2:7][CH3:8].C([O-])([O-])=O.[Na+].[Na+].[OH:24][C:25]1[CH:26]=[C:27](B(O)O)[CH:28]=[CH:29][CH:30]=1.